Dataset: Catalyst prediction with 721,799 reactions and 888 catalyst types from USPTO. Task: Predict which catalyst facilitates the given reaction. (1) Reactant: C[O:2][C:3](=[O:37])[CH2:4][O:5][C:6]1[CH:11]=[CH:10][C:9]([O:12][CH2:13][C:14]2[N:19]=[C:18]([C:20]3[CH:25]=[CH:24][C:23]([O:26][CH3:27])=[CH:22][CH:21]=3)[CH:17]=[C:16]([C:28]3[CH:33]=[CH:32][C:31]([O:34][CH3:35])=[CH:30][CH:29]=3)[N:15]=2)=[CH:8][C:7]=1[CH3:36].O.[OH-].[Li+].O. Product: [CH3:35][O:34][C:31]1[CH:30]=[CH:29][C:28]([C:16]2[CH:17]=[C:18]([C:20]3[CH:21]=[CH:22][C:23]([O:26][CH3:27])=[CH:24][CH:25]=3)[N:19]=[C:14]([CH2:13][O:12][C:9]3[CH:10]=[CH:11][C:6]([O:5][CH2:4][C:3]([OH:37])=[O:2])=[C:7]([CH3:36])[CH:8]=3)[N:15]=2)=[CH:33][CH:32]=1. The catalyst class is: 12. (2) Reactant: C([N:3](CC)CC)C.[NH2:8][CH2:9][CH2:10][C:11]1[CH:42]=[CH:41][C:14]([O:15][CH2:16][CH2:17][C:18]2[CH:23]=[CH:22][C:21]([OH:24])=[C:20]([C@@H:25]([C:35]3[CH:40]=[CH:39][CH:38]=[CH:37][CH:36]=3)[CH2:26][CH2:27][N:28]([CH:32]([CH3:34])[CH3:33])[CH:29]([CH3:31])[CH3:30])[CH:19]=2)=[CH:13][CH:12]=1.O.[Cl:44][C:45]1[CH:46]=[C:47]([CH:51]=[CH:52][C:53]=1[OH:54])[C:48](O)=[O:49].ClC1C=C(C=CC=1O)C(O)=O.C1C=C2N=NN(O)C2=CC=1.O.Cl.CN(C)CCCN=C=NCC. Product: [NH3:3].[Cl:44][C:45]1[CH:46]=[C:47]([CH:51]=[CH:52][C:53]=1[OH:54])[C:48]([NH:8][CH2:9][CH2:10][C:11]1[CH:12]=[CH:13][C:14]([O:15][CH2:16][CH2:17][C:18]2[CH:23]=[CH:22][C:21]([OH:24])=[C:20]([C@@H:25]([C:35]3[CH:36]=[CH:37][CH:38]=[CH:39][CH:40]=3)[CH2:26][CH2:27][N:28]([CH:32]([CH3:33])[CH3:34])[CH:29]([CH3:31])[CH3:30])[CH:19]=2)=[CH:41][CH:42]=1)=[O:49]. The catalyst class is: 4. (3) Reactant: [CH3:1][O:2][C:3]1[CH:4]=[CH:5][C:6](/[CH:11]=[CH:12]/[C:13]([NH:15][C:16]2[CH:17]=[CH:18][CH:19]=[CH:20][C:21]=2[C:22]([OH:24])=[O:23])=[O:14])=[CH:7][C:8]=1[O:9][CH3:10].[S:25]1([C:36]2[C:31](=[CH:32][CH:33]=[CH:34][CH:35]=2)[C:29](=[O:30])[NH:28]1)(=[O:27])=[O:26]. Product: [CH3:1][O:2][C:3]1[CH:4]=[CH:5][C:6](/[CH:11]=[CH:12]/[C:13]([NH:15][C:16]2[CH:17]=[CH:18][CH:19]=[CH:20][C:21]=2[C:22]([OH:24])=[O:23])=[O:14])=[CH:7][C:8]=1[O:9][CH3:10].[S:25]1([C:36]2[C:31](=[CH:32][CH:33]=[CH:34][CH:35]=2)[C:29](=[O:30])[NH:28]1)(=[O:26])=[O:27]. The catalyst class is: 4. (4) Reactant: FC(F)(F)C1C=CC(S([Cl:12])(=O)=O)=CC=1.NC1CCN([CH2:22][CH2:23][NH:24][C:25]([NH:27][C:28]2[C:37]3[C:32](=[CH:33][CH:34]=[CH:35][CH:36]=3)[N:31]=[C:30]([CH3:38])[CH:29]=2)=[O:26])CC1.CCN(C(C)C)C(C)C. Product: [Cl:12][CH2:22][CH2:23][NH:24][C:25]([NH:27][C:28]1[C:37]2[C:32](=[CH:33][CH:34]=[CH:35][CH:36]=2)[N:31]=[C:30]([CH3:38])[CH:29]=1)=[O:26]. The catalyst class is: 1. (5) Reactant: F[C:2]1[CH:9]=[CH:8][C:5]([C:6]#[N:7])=[C:4]([C:10]([F:13])([F:12])[F:11])[C:3]=1[C:14]#[C:15][Si](C)(C)C.[NH2:20][C@@H:21]([C:24]1[CH:25]=[N:26][CH:27]=[C:28]([CH:31]=1)[C:29]#[N:30])[CH2:22][CH3:23].C([O-])([O-])=O.[K+].[K+].C([O-])(O)=O.[Na+]. Product: [C:29]([C:28]1[CH:31]=[C:24]([C@H:21]([N:20]2[C:2]3[C:3](=[C:4]([C:10]([F:13])([F:12])[F:11])[C:5]([C:6]#[N:7])=[CH:8][CH:9]=3)[CH:14]=[CH:15]2)[CH2:22][CH3:23])[CH:25]=[N:26][CH:27]=1)#[N:30]. The catalyst class is: 37. (6) Reactant: [CH:1]12[CH2:7][CH:4]([CH2:5][CH2:6]1)[CH:3]([C:8]([O-:10])=[O:9])[CH:2]2[C:11]([O-:13])=[O:12].[Na+].[Na+].O.O.[Cl-].[Ca+2:19].[Cl-]. Product: [CH:1]12[CH2:7][CH:4]([CH2:5][CH2:6]1)[CH:3]([C:8]([O-:10])=[O:9])[CH:2]2[C:11]([O-:13])=[O:12].[Ca+2:19]. The catalyst class is: 6. (7) Reactant: C([O:3][C:4]([C:6]1([F:22])[CH2:11][CH2:10][N:9]([S:12]([C:15]2[CH:20]=[CH:19][C:18]([CH3:21])=[CH:17][CH:16]=2)(=[O:14])=[O:13])[CH2:8][CH2:7]1)=[O:5])C.[OH-].[Na+]. Product: [F:22][C:6]1([C:4]([OH:5])=[O:3])[CH2:11][CH2:10][N:9]([S:12]([C:15]2[CH:20]=[CH:19][C:18]([CH3:21])=[CH:17][CH:16]=2)(=[O:14])=[O:13])[CH2:8][CH2:7]1. The catalyst class is: 5. (8) Reactant: [ClH:1].O.[N:3]1([C:9]2[N:14]=[C:13]([C:15]3[C:16]([C:22]([F:25])([F:24])[F:23])=[CH:17][C:18]([NH2:21])=[N:19][CH:20]=3)[CH:12]=[C:11]([N:26]3[CH2:31][CH2:30][O:29][CH2:28][CH2:27]3)[N:10]=2)[CH2:8][CH2:7][O:6][CH2:5][CH2:4]1. Product: [ClH:1].[N:3]1([C:9]2[N:14]=[C:13]([C:15]3[C:16]([C:22]([F:25])([F:23])[F:24])=[CH:17][C:18]([NH2:21])=[N:19][CH:20]=3)[CH:12]=[C:11]([N:26]3[CH2:27][CH2:28][O:29][CH2:30][CH2:31]3)[N:10]=2)[CH2:4][CH2:5][O:6][CH2:7][CH2:8]1. The catalyst class is: 10. (9) Reactant: [CH3:1][S:2][C:3]1[N:8]([CH3:9])[C:7](=[O:10])[C:6]([CH2:11][CH2:12]O)=[C:5]([CH3:14])[N:4]=1.N1C=CC=CC=1.S(Cl)([Cl:23])=O. Product: [CH3:1][S:2][C:3]1[N:8]([CH3:9])[C:7](=[O:10])[C:6]([CH2:11][CH2:12][Cl:23])=[C:5]([CH3:14])[N:4]=1. The catalyst class is: 22.